Predict the reactants needed to synthesize the given product. From a dataset of Full USPTO retrosynthesis dataset with 1.9M reactions from patents (1976-2016). (1) Given the product [C:1]([NH:5][C:6]([C:7]1[CH:8]=[C:9]([Cl:14])[N:10]=[C:11]([C:19]2[CH:20]=[CH:21][N:16]=[CH:17][CH:18]=2)[CH:12]=1)=[O:15])([CH3:2])([CH3:3])[CH3:4], predict the reactants needed to synthesize it. The reactants are: [C:1]([NH:5][C:6](=[O:15])[C:7]1[CH:12]=[C:11](Cl)[N:10]=[C:9]([Cl:14])[CH:8]=1)([CH3:4])([CH3:3])[CH3:2].[N:16]1[CH:21]=[CH:20][C:19](B(O)O)=[CH:18][CH:17]=1.C1(C)C=CC=CC=1.CCO.C([O-])([O-])=O.[Na+].[Na+]. (2) Given the product [CH3:15][CH:13]([CH2:12][C@H:7]([CH2:6][NH2:3])[CH2:8][C:9]([OH:11])=[O:10])[CH3:14], predict the reactants needed to synthesize it. The reactants are: [H][H].[N+:3]([CH2:6][CH:7]([CH2:12][CH:13]([CH3:15])[CH3:14])[CH2:8][C:9]([OH:11])=[O:10])([O-])=O. (3) Given the product [F:27][C:13]([F:12])([F:26])[C:14]1[S:18][C:17]2[CH:19]=[CH:20][CH:21]=[CH:22][C:16]=2[C:1]=1[C:2]([Cl:4])=[O:3], predict the reactants needed to synthesize it. The reactants are: [C:1](Cl)(=O)[C:2]([Cl:4])=[O:3].CN(C)C=O.[F:12][C:13]([F:27])([F:26])[C:14]1[S:18][C:17]2[CH:19]=[CH:20][CH:21]=[CH:22][C:16]=2C=1C(O)=O. (4) The reactants are: [ClH:1].C(OC([N:9]([CH2:25][CH2:26][C:27]1[CH:32]=[CH:31][CH:30]=[CH:29][C:28]=1[O:33][CH2:34][C:35]1[CH:40]=[CH:39][C:38]([CH2:41][CH2:42][C:43]2[CH:48]=[CH:47][C:46]([C:49]([F:52])([F:51])[F:50])=[CH:45][CH:44]=2)=[CH:37][CH:36]=1)[CH:10]1[CH2:19][CH2:18][CH2:17][C:16]2[N:15]=[C:14]([C:20]([O:22][CH2:23][CH3:24])=[O:21])[CH:13]=[CH:12][C:11]1=2)=O)(C)(C)C. Given the product [ClH:1].[ClH:1].[F:52][C:49]([F:50])([F:51])[C:46]1[CH:45]=[CH:44][C:43]([CH2:42][CH2:41][C:38]2[CH:39]=[CH:40][C:35]([CH2:34][O:33][C:28]3[CH:29]=[CH:30][CH:31]=[CH:32][C:27]=3[CH2:26][CH2:25][NH:9][CH:10]3[CH2:19][CH2:18][CH2:17][C:16]4[N:15]=[C:14]([C:20]([O:22][CH2:23][CH3:24])=[O:21])[CH:13]=[CH:12][C:11]3=4)=[CH:36][CH:37]=2)=[CH:48][CH:47]=1, predict the reactants needed to synthesize it. (5) Given the product [ClH:1].[CH3:33][C:26]1[CH:25]=[CH:24][C:23]([NH:22][C:2]2[N:7]=[C:6]([N:8]([CH3:21])[C:9]3[CH:20]=[CH:19][C:12]4[N:13]([CH3:18])[C:14]([NH:16][CH3:17])=[N:15][C:11]=4[CH:10]=3)[CH:5]=[CH:4][N:3]=2)=[CH:28][C:27]=1[S:29]([NH2:32])(=[O:31])=[O:30], predict the reactants needed to synthesize it. The reactants are: [Cl:1][C:2]1[N:7]=[C:6]([N:8]([CH3:21])[C:9]2[CH:20]=[CH:19][C:12]3[N:13]([CH3:18])[C:14]([NH:16][CH3:17])=[N:15][C:11]=3[CH:10]=2)[CH:5]=[CH:4][N:3]=1.[NH2:22][C:23]1[CH:24]=[CH:25][C:26]([CH3:33])=[C:27]([S:29]([NH2:32])(=[O:31])=[O:30])[CH:28]=1. (6) Given the product [F:21][C:22]1[CH:23]=[C:24]([C:34](=[O:36])[CH3:35])[CH:25]=[CH:26][C:27]=1[N:28]1[CH2:33][CH2:32][N:31]([C:4](=[O:5])[C:3]2[CH:7]=[C:8]([N+:11]([O-:13])=[O:12])[CH:9]=[CH:10][C:2]=2[F:1])[CH2:30][CH2:29]1, predict the reactants needed to synthesize it. The reactants are: [F:1][C:2]1[CH:10]=[CH:9][C:8]([N+:11]([O-:13])=[O:12])=[CH:7][C:3]=1[C:4](Cl)=[O:5].C(N(CC)CC)C.[F:21][C:22]1[CH:23]=[C:24]([C:34](=[O:36])[CH3:35])[CH:25]=[CH:26][C:27]=1[N:28]1[CH2:33][CH2:32][NH:31][CH2:30][CH2:29]1.